This data is from Experimentally validated miRNA-target interactions with 360,000+ pairs, plus equal number of negative samples. The task is: Binary Classification. Given a miRNA mature sequence and a target amino acid sequence, predict their likelihood of interaction. The miRNA is mmu-miR-466n-5p with sequence GUGUGUGCGUACAUGUACAUGU. The protein sequence of the target gene is MEPRAGDGCFLGDVGFWVERTPVHEAAQRGESLQLQQLIDSGACVNQVTVDSITPLHAASLQGQAQCVQLLLAAGAQVDARNIDGSTPLCDACASGSIECVKLLLSYGAKVNPPLYTASPLHEACMSGSSECVRLLIDVGANLEAHDCHFGTPLHVACAREHLDCVKVLLNAGANVNAAKLHETALHHAAKVKNVDLIEMLIEFGGNIYARDNRGKKPSDYTWSSSAPAKCFEYYEKTPLSLSQLCRVSLRKATGVRGLEKVAKLNIPPRLIDYLSYN. Result: 0 (no interaction).